From a dataset of Forward reaction prediction with 1.9M reactions from USPTO patents (1976-2016). Predict the product of the given reaction. (1) Given the reactants [CH2:1]([N:8]1[C:12](=[O:13])[C:11](=[C:14]2[N:18]([CH3:19])[C:17]3[CH:20]=[C:21]([OH:24])[CH:22]=[CH:23][C:16]=3[S:15]2)[S:10][C:9]1=[N:25][C:26]1[CH:27]=[C:28]([CH:31]=[CH:32][C:33]=1[NH:34][CH2:35][CH3:36])[C:29]#[N:30])[C:2]1[CH:7]=[CH:6][CH:5]=[CH:4][CH:3]=1.[CH3:37][N:38]([CH3:42])[C:39](Cl)=[O:40], predict the reaction product. The product is: [CH2:1]([N:8]1[C:12](=[O:13])[C:11](=[C:14]2[N:18]([CH3:19])[C:17]3[CH:20]=[C:21]([O:24][C:39](=[O:40])[N:38]([CH3:42])[CH3:37])[CH:22]=[CH:23][C:16]=3[S:15]2)[S:10][C:9]1=[N:25][C:26]1[CH:27]=[C:28]([C:29]#[N:30])[CH:31]=[CH:32][C:33]=1[NH:34][CH2:35][CH3:36])[C:2]1[CH:7]=[CH:6][CH:5]=[CH:4][CH:3]=1. (2) The product is: [Cl:23][CH2:24][C:25]([N:7]([CH2:8][CH2:9][NH:10][C:11](=[O:17])[O:12][C:13]([CH3:15])([CH3:16])[CH3:14])[C:6]1[CH:18]=[CH:19][CH:20]=[C:4]([O:3][C:2]([F:21])([F:22])[F:1])[CH:5]=1)=[O:26]. Given the reactants [F:1][C:2]([F:22])([F:21])[O:3][C:4]1[CH:5]=[C:6]([CH:18]=[CH:19][CH:20]=1)[NH:7][CH2:8][CH2:9][NH:10][C:11](=[O:17])[O:12][C:13]([CH3:16])([CH3:15])[CH3:14].[Cl:23][CH2:24][C:25](Cl)=[O:26].C([O-])(O)=O.[Na+], predict the reaction product. (3) Given the reactants [C:1]([CH2:9][NH:10][CH2:11][C:12]1[CH:13]=[C:14]([C:18]2[CH:23]=[CH:22][C:21]([CH2:24][C@H:25]([NH:31][C:32]([O:34][C:35]([CH3:38])([CH3:37])[CH3:36])=[O:33])[C:26]([O:28][CH2:29][CH3:30])=[O:27])=[CH:20][CH:19]=2)[CH:15]=[CH:16][CH:17]=1)(=[O:8])[C:2]1[CH:7]=[CH:6][CH:5]=[CH:4][CH:3]=1.C(OC(NC(C[C:52]1[CH:57]=[CH:56]C([C:52]2[CH:57]=[CH:56]C=[C:54](CNC)[CH:53]=2)=[CH:54][CH:53]=1)C(OC[C:52]1[CH:57]=[CH:56]C=[CH:54][CH:53]=1)=O)=O)(C)(C)C, predict the reaction product. The product is: [C:1]([CH2:9][NH:10][CH2:11][C:12]1[CH:13]=[C:14]([C:18]2[CH:23]=[CH:22][C:21]([CH2:24][CH:25]([NH:31][C:32]([O:34][C:35]([CH3:37])([CH3:36])[CH3:38])=[O:33])[C:26]([O:28][CH2:29][C:30]3[CH:56]=[CH:57][CH:52]=[CH:53][CH:54]=3)=[O:27])=[CH:20][CH:19]=2)[CH:15]=[CH:16][CH:17]=1)(=[O:8])[C:2]1[CH:3]=[CH:4][CH:5]=[CH:6][CH:7]=1. (4) Given the reactants Br[C:2]1[CH:3]=[CH:4][C:5]2[O:10][CH2:9][C@@H:8]([CH2:11][OH:12])[O:7][C:6]=2[CH:13]=1.[CH3:14][S:15]([O-:17])=[O:16].[Na+].N1CCC[C@H]1C(O)=O.C([O-])([O-])=O.[K+].[K+], predict the reaction product. The product is: [CH3:14][S:15]([C:2]1[CH:3]=[CH:4][C:5]2[O:10][CH2:9][C@@H:8]([CH2:11][OH:12])[O:7][C:6]=2[CH:13]=1)(=[O:17])=[O:16]. (5) Given the reactants Cl[C:2]1[C:3]2[C:12]([C:13]3[CH:18]=[CH:17][CH:16]=[CH:15][CH:14]=3)=[CH:11][S:10][C:4]=2[N:5]=[C:6]([CH2:8][Cl:9])[N:7]=1.[NH2:19][CH2:20][C:21]1[CH:26]=[CH:25][CH:24]=[CH:23][N:22]=1.C(N(CC)CC)C.CC(O)C, predict the reaction product. The product is: [Cl:9][CH2:8][C:6]1[N:7]=[C:2]([NH:19][CH2:20][C:21]2[CH:26]=[CH:25][CH:24]=[CH:23][N:22]=2)[C:3]2[C:12]([C:13]3[CH:18]=[CH:17][CH:16]=[CH:15][CH:14]=3)=[CH:11][S:10][C:4]=2[N:5]=1. (6) Given the reactants [Br:1][C:2]1[CH:10]=[C:6]([C:7]([OH:9])=O)[C:5]([OH:11])=[CH:4][CH:3]=1.[CH3:12][O:13][C:14](=[O:28])[CH2:15][C:16]1[S:20][C:19]([NH2:21])=[N:18][C:17]=1[C:22]1[CH:27]=[CH:26][CH:25]=[CH:24][CH:23]=1, predict the reaction product. The product is: [CH3:12][O:13][C:14](=[O:28])[CH2:15][C:16]1[S:20][C:19]([NH:21][C:7](=[O:9])[C:6]2[CH:10]=[C:2]([Br:1])[CH:3]=[CH:4][C:5]=2[OH:11])=[N:18][C:17]=1[C:22]1[CH:27]=[CH:26][CH:25]=[CH:24][CH:23]=1.